From a dataset of Reaction yield outcomes from USPTO patents with 853,638 reactions. Predict the reaction yield, written as a fraction of the theoretical maximum amount of product (1.0 means a 100% yield; for example, 0.34 means a 34% yield). The reactants are [Li+].[OH-].[CH3:3][C:4]1[CH:9]=[C:8]([CH2:10][CH2:11][CH3:12])[CH:7]=[C:6]([CH3:13])[C:5]=1[NH:14][C:15]([NH:17][C:18]1[CH:19]=[C:20]([C:37]2[CH:42]=[CH:41][C:40]([O:43][CH3:44])=[CH:39][CH:38]=2)[CH:21]=[CH:22][C:23]=1[C:24]([NH:26][C@@H:27]([CH2:31][C:32]([O:34]CC)=[O:33])[C:28]([OH:30])=[O:29])=[O:25])=[O:16].Cl.C(OCC)(=O)C. The catalyst is O.C1COCC1.CO. The product is [CH3:3][C:4]1[CH:9]=[C:8]([CH2:10][CH2:11][CH3:12])[CH:7]=[C:6]([CH3:13])[C:5]=1[NH:14][C:15]([NH:17][C:18]1[CH:19]=[C:20]([C:37]2[CH:42]=[CH:41][C:40]([O:43][CH3:44])=[CH:39][CH:38]=2)[CH:21]=[CH:22][C:23]=1[C:24]([NH:26][C@H:27]([C:28]([OH:30])=[O:29])[CH2:31][C:32]([OH:34])=[O:33])=[O:25])=[O:16]. The yield is 0.790.